This data is from Full USPTO retrosynthesis dataset with 1.9M reactions from patents (1976-2016). The task is: Predict the reactants needed to synthesize the given product. (1) Given the product [NH2:1][C:2]1[N:10]=[CH:9][N:8]=[C:7]2[C:3]=1[N:4]=[CH:5][N:6]2[C@H:11]1[CH:15]2[C@H:14]([O:18][C:17]([CH3:19])([CH3:20])[O:16]2)[C@@H:13]([CH2:21][N:22]([CH3:27])[CH2:23][CH2:24][CH2:25][NH:26][C:36]([NH:35][C:33]2[CH:32]=[CH:31][C:30]([CH3:38])=[C:29]([Cl:28])[CH:34]=2)=[O:37])[O:12]1, predict the reactants needed to synthesize it. The reactants are: [NH2:1][C:2]1[N:10]=[CH:9][N:8]=[C:7]2[C:3]=1[N:4]=[CH:5][N:6]2[C@H:11]1[C@@H:15]2[O:16][C:17]([CH3:20])([CH3:19])[O:18][C@@H:14]2[C@@H:13]([CH2:21][N:22]([CH3:27])[CH2:23][CH2:24][CH2:25][NH2:26])[O:12]1.[Cl:28][C:29]1[CH:34]=[C:33]([N:35]=[C:36]=[O:37])[CH:32]=[CH:31][C:30]=1[CH3:38]. (2) Given the product [F:1][C:2]1[C:3]([I:10])=[CH:4][C:5]([CH3:9])=[C:6]([NH:7][C:11](=[O:13])[CH3:12])[CH:8]=1, predict the reactants needed to synthesize it. The reactants are: [F:1][C:2]1[C:3]([I:10])=[CH:4][C:5]([CH3:9])=[C:6]([CH:8]=1)[NH2:7].[C:11](OC(=O)C)(=[O:13])[CH3:12]. (3) Given the product [C:37]1([N:14]2[C:13]3[C:8](=[CH:9][CH:10]=[CH:11][CH:12]=3)[CH2:7][C:6]3[CH:5]=[CH:4][C:3]([O:2][CH3:1])=[CH:16][C:15]2=3)[CH:42]=[CH:41][CH:40]=[CH:39][CH:38]=1, predict the reactants needed to synthesize it. The reactants are: [CH3:1][O:2][C:3]1[CH:4]=[CH:5][C:6]2[CH2:7][C:8]3[C:13]([NH:14][C:15]=2[CH:16]=1)=[CH:12][CH:11]=[CH:10][CH:9]=3.C(P(C(C)(C)C)C(C)(C)C)(C)(C)C.CC(C)([O-])C.[Na+].Br[C:37]1[CH:42]=[CH:41][CH:40]=[CH:39][CH:38]=1. (4) The reactants are: [C:1]([O:5][C:6](=[O:19])[NH:7][C@H:8]([C:13](=[O:18])N(OC)C)[CH2:9][CH2:10][CH2:11][CH3:12])([CH3:4])([CH3:3])[CH3:2].[H-].[H-].[H-].[H-].[Li+].[Al+3]. Given the product [C:1]([O:5][C:6](=[O:19])[NH:7][C@H:8]([CH:13]=[O:18])[CH2:9][CH2:10][CH2:11][CH3:12])([CH3:2])([CH3:3])[CH3:4], predict the reactants needed to synthesize it. (5) Given the product [C:36]([N:32]1[CH2:33][CH2:34][CH2:35][CH:31]1[C:17]1[C:16]([O:15][C:12]2[CH:11]=[CH:10][C:9]([NH:8][C:1](=[O:3])[CH3:2])=[N:14][CH:13]=2)=[CH:30][C:20]2[N:21]=[C:22]([C:24]3[CH:29]=[CH:28][CH:27]=[CH:26][N:25]=3)[NH:23][C:19]=2[CH:18]=1)(=[O:38])[CH3:37], predict the reactants needed to synthesize it. The reactants are: [C:1](OC(=O)C)(=[O:3])[CH3:2].[NH2:8][C:9]1[N:14]=[CH:13][C:12]([O:15][C:16]2[C:17]([CH:31]3[CH2:35][CH2:34][CH2:33][N:32]3[C:36](=[O:38])[CH3:37])=[CH:18][C:19]3[NH:23][C:22]([C:24]4[CH:29]=[CH:28][CH:27]=[CH:26][N:25]=4)=[N:21][C:20]=3[CH:30]=2)=[CH:11][CH:10]=1.